Dataset: NCI-60 drug combinations with 297,098 pairs across 59 cell lines. Task: Regression. Given two drug SMILES strings and cell line genomic features, predict the synergy score measuring deviation from expected non-interaction effect. (1) Drug 1: CNC(=O)C1=CC=CC=C1SC2=CC3=C(C=C2)C(=NN3)C=CC4=CC=CC=N4. Drug 2: CN(C)C1=NC(=NC(=N1)N(C)C)N(C)C. Cell line: MOLT-4. Synergy scores: CSS=3.07, Synergy_ZIP=-0.425, Synergy_Bliss=3.80, Synergy_Loewe=-28.6, Synergy_HSA=-0.218. (2) Drug 1: C1CC(=O)NC(=O)C1N2CC3=C(C2=O)C=CC=C3N. Drug 2: C1C(C(OC1N2C=NC(=NC2=O)N)CO)O. Cell line: MOLT-4. Synergy scores: CSS=61.1, Synergy_ZIP=1.59, Synergy_Bliss=0.642, Synergy_Loewe=-42.8, Synergy_HSA=-1.46. (3) Drug 1: CC1CCC2CC(C(=CC=CC=CC(CC(C(=O)C(C(C(=CC(C(=O)CC(OC(=O)C3CCCCN3C(=O)C(=O)C1(O2)O)C(C)CC4CCC(C(C4)OC)O)C)C)O)OC)C)C)C)OC. Drug 2: CC1=C2C(C(=O)C3(C(CC4C(C3C(C(C2(C)C)(CC1OC(=O)C(C(C5=CC=CC=C5)NC(=O)C6=CC=CC=C6)O)O)OC(=O)C7=CC=CC=C7)(CO4)OC(=O)C)O)C)OC(=O)C. Cell line: KM12. Synergy scores: CSS=54.9, Synergy_ZIP=3.01, Synergy_Bliss=8.19, Synergy_Loewe=-0.885, Synergy_HSA=6.75. (4) Drug 1: CC12CCC(CC1=CCC3C2CCC4(C3CC=C4C5=CN=CC=C5)C)O. Drug 2: C1=NC(=NC(=O)N1C2C(C(C(O2)CO)O)O)N. Cell line: SF-539. Synergy scores: CSS=8.15, Synergy_ZIP=-2.69, Synergy_Bliss=-0.169, Synergy_Loewe=-0.742, Synergy_HSA=-0.636. (5) Drug 1: CC(C1=C(C=CC(=C1Cl)F)Cl)OC2=C(N=CC(=C2)C3=CN(N=C3)C4CCNCC4)N. Synergy scores: CSS=2.80, Synergy_ZIP=-0.878, Synergy_Bliss=2.17, Synergy_Loewe=0.181, Synergy_HSA=0.847. Cell line: NCI-H522. Drug 2: CCCCC(=O)OCC(=O)C1(CC(C2=C(C1)C(=C3C(=C2O)C(=O)C4=C(C3=O)C=CC=C4OC)O)OC5CC(C(C(O5)C)O)NC(=O)C(F)(F)F)O. (6) Drug 2: CC=C1C(=O)NC(C(=O)OC2CC(=O)NC(C(=O)NC(CSSCCC=C2)C(=O)N1)C(C)C)C(C)C. Drug 1: CC12CCC3C(C1CCC2=O)CC(=C)C4=CC(=O)C=CC34C. Synergy scores: CSS=46.8, Synergy_ZIP=-1.78, Synergy_Bliss=-4.55, Synergy_Loewe=-8.94, Synergy_HSA=-1.66. Cell line: NCI-H460. (7) Synergy scores: CSS=16.7, Synergy_ZIP=-0.734, Synergy_Bliss=0.653, Synergy_Loewe=0.983, Synergy_HSA=1.13. Cell line: HCT116. Drug 1: C1=CC(=CC=C1CC(C(=O)O)N)N(CCCl)CCCl.Cl. Drug 2: C1=CC=C(C(=C1)C(C2=CC=C(C=C2)Cl)C(Cl)Cl)Cl. (8) Drug 1: C1=NC2=C(N=C(N=C2N1C3C(C(C(O3)CO)O)O)F)N. Drug 2: C1CN(CCN1C(=O)CCBr)C(=O)CCBr. Cell line: MCF7. Synergy scores: CSS=13.2, Synergy_ZIP=-5.20, Synergy_Bliss=-3.33, Synergy_Loewe=-1.90, Synergy_HSA=-1.04. (9) Drug 1: CS(=O)(=O)C1=CC(=C(C=C1)C(=O)NC2=CC(=C(C=C2)Cl)C3=CC=CC=N3)Cl. Drug 2: CC1OCC2C(O1)C(C(C(O2)OC3C4COC(=O)C4C(C5=CC6=C(C=C35)OCO6)C7=CC(=C(C(=C7)OC)O)OC)O)O. Cell line: MALME-3M. Synergy scores: CSS=18.6, Synergy_ZIP=-3.42, Synergy_Bliss=3.99, Synergy_Loewe=-6.21, Synergy_HSA=3.12. (10) Drug 1: CC1CCC2CC(C(=CC=CC=CC(CC(C(=O)C(C(C(=CC(C(=O)CC(OC(=O)C3CCCCN3C(=O)C(=O)C1(O2)O)C(C)CC4CCC(C(C4)OC)O)C)C)O)OC)C)C)C)OC. Drug 2: CC1CCC2CC(C(=CC=CC=CC(CC(C(=O)C(C(C(=CC(C(=O)CC(OC(=O)C3CCCCN3C(=O)C(=O)C1(O2)O)C(C)CC4CCC(C(C4)OC)OCCO)C)C)O)OC)C)C)C)OC. Cell line: MOLT-4. Synergy scores: CSS=-2.04, Synergy_ZIP=-8.92, Synergy_Bliss=-21.0, Synergy_Loewe=-28.7, Synergy_HSA=-23.9.